The task is: Regression. Given a peptide amino acid sequence and an MHC pseudo amino acid sequence, predict their binding affinity value. This is MHC class I binding data.. This data is from Peptide-MHC class I binding affinity with 185,985 pairs from IEDB/IMGT. The peptide sequence is SDYLEVDTI. The MHC is Patr-B2401 with pseudo-sequence Patr-B2401. The binding affinity (normalized) is 0.753.